This data is from Forward reaction prediction with 1.9M reactions from USPTO patents (1976-2016). The task is: Predict the product of the given reaction. (1) Given the reactants [NH2:1]/[C:2](/[CH2:9][CH2:10][C:11]1[CH:16]=[CH:15][C:14]([C:17]([F:20])([F:19])[F:18])=[CH:13][CH:12]=1)=[CH:3]\[C:4]([O:6][CH2:7][CH3:8])=[O:5].[C:21]([C:24]1[CH:31]=[CH:30][C:27]([CH:28]=O)=[CH:26][CH:25]=1)([OH:23])=[O:22].C(OC(=O)[CH2:36][C:37]([C@@H:39]1[CH2:43][CH2:42][CH2:41][N:40]1[C:44]([O:46]C(C)(C)C)=O)=O)C.N1CCCCC1.N1C=CC=CC1, predict the reaction product. The product is: [CH2:7]([O:6][C:4]([C:3]1[C:2]([CH2:9][CH2:10][C:11]2[CH:12]=[CH:13][C:14]([C:17]([F:18])([F:19])[F:20])=[CH:15][CH:16]=2)=[N:1][C:37]2[C@H:39]3[N:40]([C:44](=[O:46])[C:36]=2[C:28]=1[C:27]1[CH:30]=[CH:31][C:24]([C:21]([OH:23])=[O:22])=[CH:25][CH:26]=1)[CH2:41][CH2:42][CH2:43]3)=[O:5])[CH3:8]. (2) The product is: [CH2:1]([O:3][C:4]([C:6]1[C:14]2[CH2:13][CH2:12][N:11]([C:15]3[CH:20]=[CH:19][C:18]([C:34]4[CH:35]=[CH:36][CH:37]=[CH:38][C:33]=4[CH:31]=[O:32])=[CH:17][CH:16]=3)[C:10](=[O:22])[C:9]=2[N:8]([C:23]2[CH:28]=[CH:27][C:26]([O:29][CH3:30])=[CH:25][CH:24]=2)[N:7]=1)=[O:5])[CH3:2]. Given the reactants [CH2:1]([O:3][C:4]([C:6]1[C:14]2[CH2:13][CH2:12][N:11]([C:15]3[CH:20]=[CH:19][C:18](I)=[CH:17][CH:16]=3)[C:10](=[O:22])[C:9]=2[N:8]([C:23]2[CH:28]=[CH:27][C:26]([O:29][CH3:30])=[CH:25][CH:24]=2)[N:7]=1)=[O:5])[CH3:2].[CH:31]([C:33]1[CH:38]=[CH:37][CH:36]=[CH:35][C:34]=1B(O)O)=[O:32].C([O-])([O-])=O.[K+].[K+], predict the reaction product. (3) Given the reactants [F:1][C:2]1[CH:24]=[C:23]([N+:25]([O-])=O)[CH:22]=[CH:21][C:3]=1[O:4][C:5]1[CH:10]=[CH:9][N:8]=[C:7]2[CH:11]=[C:12]([C:14]([N:16]3[CH2:20][CH2:19][CH2:18][CH2:17]3)=[O:15])[S:13][C:6]=12.[BH4-].[Na+], predict the reaction product. The product is: [NH2:25][C:23]1[CH:22]=[CH:21][C:3]([O:4][C:5]2[CH:10]=[CH:9][N:8]=[C:7]3[CH:11]=[C:12]([C:14]([N:16]4[CH2:17][CH2:18][CH2:19][CH2:20]4)=[O:15])[S:13][C:6]=23)=[C:2]([F:1])[CH:24]=1. (4) Given the reactants O[C:2]1[CH:9]=[C:8]([CH3:10])[C:5]([CH:6]=[O:7])=[C:4]([CH3:11])[C:3]=1[CH3:12].[H-].[Na+].C1C=CC(N([S:22]([C:25]([F:28])([F:27])[F:26])(=[O:24])=[O:23])[S:22]([C:25]([F:28])([F:27])[F:26])(=[O:24])=[O:23])=CC=1.Cl, predict the reaction product. The product is: [CH3:11][C:4]1[C:3]([CH3:12])=[C:2]([S:22]([C:25]([F:28])([F:27])[F:26])(=[O:24])=[O:23])[CH:9]=[C:8]([CH3:10])[C:5]=1[CH:6]=[O:7].